Dataset: Full USPTO retrosynthesis dataset with 1.9M reactions from patents (1976-2016). Task: Predict the reactants needed to synthesize the given product. (1) Given the product [CH3:8][C:7]1[C:2]([N:18]2[CH2:27][CH2:26][CH:21]([C:22]([O:24][CH3:25])=[O:23])[CH2:20][CH2:19]2)=[N:3][CH:4]=[C:5]([N+:9]([O-:11])=[O:10])[CH:6]=1, predict the reactants needed to synthesize it. The reactants are: Cl[C:2]1[C:7]([CH3:8])=[CH:6][C:5]([N+:9]([O-:11])=[O:10])=[CH:4][N:3]=1.C(=O)([O-])[O-].[Na+].[Na+].[NH:18]1[CH2:27][CH2:26][CH:21]([C:22]([O:24][CH3:25])=[O:23])[CH2:20][CH2:19]1. (2) Given the product [Cl:1][C:2]1[CH:7]=[C:6]([Cl:8])[CH:5]=[CH:4][C:3]=1[C@@H:9]1[N:10]=[C:11]([C:22]2[S:23][CH:24]=[CH:25][N:26]=2)[NH:12][C:13]([CH2:20][N:27]2[CH2:32][CH2:31][O:30][CH2:29][C@H:28]2[C:33]([OH:35])=[O:34])=[C:14]1[C:15]([O:17][CH2:18][CH3:19])=[O:16], predict the reactants needed to synthesize it. The reactants are: [Cl:1][C:2]1[CH:7]=[C:6]([Cl:8])[CH:5]=[CH:4][C:3]=1[C@H:9]1[C:14]([C:15]([O:17][CH2:18][CH3:19])=[O:16])=[C:13]([CH2:20]Br)[NH:12][C:11]([C:22]2[S:23][CH:24]=[CH:25][N:26]=2)=[N:10]1.[NH:27]1[CH2:32][CH2:31][O:30][CH2:29][C@H:28]1[C:33]([OH:35])=[O:34].C(=O)([O-])[O-].[K+].[K+]. (3) Given the product [CH2:1]([N:8]1[CH2:14][C:13]2[CH:16]=[CH:17][C:18]([O:20][C:21]3[CH:22]=[CH:23][C:24]([Cl:27])=[CH:25][CH:26]=3)=[N:19][C:12]=2[O:11][CH2:10][CH2:9]1)[C:2]1[CH:7]=[CH:6][CH:5]=[CH:4][CH:3]=1, predict the reactants needed to synthesize it. The reactants are: [CH2:1]([N:8]1[C:14](=O)[C:13]2[CH:16]=[CH:17][C:18]([O:20][C:21]3[CH:26]=[CH:25][C:24]([Cl:27])=[CH:23][CH:22]=3)=[N:19][C:12]=2[O:11][CH2:10][CH2:9]1)[C:2]1[CH:7]=[CH:6][CH:5]=[CH:4][CH:3]=1.[OH-].[Na+].[Cl-].[NH4+].O. (4) The reactants are: [NH2:1][C:2]1[C:10]([CH3:11])=[CH:9][CH:8]=[CH:7][C:3]=1[C:4]([OH:6])=O.[CH2:12]([NH2:14])[CH3:13].[OH:15][C:16]1[CH:23]=[CH:22][C:19]([CH:20]=O)=[CH:18][CH:17]=1.O[CH:25]1[CH2:30][CH2:29][N:28]([C:31](OC(C)(C)C)=O)[CH2:27][CH2:26]1.[CH2:38](OC1(O[Si](C)(C)C)CC1)[CH3:39]. Given the product [CH:31]1([N:28]2[CH2:27][CH2:26][CH:25]([O:15][C:16]3[CH:23]=[CH:22][C:19]([C:20]4[N:14]([CH2:12][CH3:13])[C:4](=[O:6])[C:3]5[C:2](=[C:10]([CH3:11])[CH:9]=[CH:8][CH:7]=5)[N:1]=4)=[CH:18][CH:17]=3)[CH2:30][CH2:29]2)[CH2:39][CH2:38]1, predict the reactants needed to synthesize it. (5) Given the product [Cl:36][C:33]1[CH:34]=[CH:35][C:30]([S:29][C:2]2[C:3]([CH3:16])=[N:4][N:5]([CH3:15])[C:6]=2[C:7]2[C:12]([F:13])=[CH:11][CH:10]=[CH:9][C:8]=2[F:14])=[CH:31][CH:32]=1, predict the reactants needed to synthesize it. The reactants are: Br[C:2]1[C:3]([CH3:16])=[N:4][N:5]([CH3:15])[C:6]=1[C:7]1[C:12]([F:13])=[CH:11][CH:10]=[CH:9][C:8]=1[F:14].C([Li])CCC.[CH:31]1[C:30]([S:29][S:29][C:30]2[CH:35]=[CH:34][C:33]([Cl:36])=[CH:32][CH:31]=2)=[CH:35][CH:34]=[C:33]([Cl:36])[CH:32]=1. (6) Given the product [Br:1][C:2]1[CH:7]=[CH:6][CH:5]=[C:4]([N+:8]([O-:10])=[O:9])[C:3]=1[O:11][CH3:15], predict the reactants needed to synthesize it. The reactants are: [Br:1][C:2]1[CH:7]=[CH:6][CH:5]=[C:4]([N+:8]([O-:10])=[O:9])[C:3]=1[OH:11].[H-].[Na+].I[CH3:15].O. (7) Given the product [C:1]1([CH3:4])[CH:3]=[C:30]([CH3:29])[CH:25]=[C:26]([CH3:27])[C:2]=1[B:15]([C:16]1[C:21]([CH3:22])=[CH:20][C:19]([CH3:23])=[CH:18][C:17]=1[CH3:24])[C:7]1[CH:12]=[CH:11][C:10]([B:15]([C:25]2[C:30]([CH3:31])=[CH:29][C:28]([CH3:32])=[CH:27][C:26]=2[CH3:33])[C:16]2[C:21]([CH3:22])=[CH:20][C:19]([CH3:23])=[CH:18][C:17]=2[CH3:24])=[CH:9][CH:8]=1, predict the reactants needed to synthesize it. The reactants are: [C:1]([Li])([CH3:4])([CH3:3])[CH3:2].Br[C:7]1[CH:12]=[CH:11][C:10](Br)=[CH:9][CH:8]=1.F[B:15]([C:25]1[C:30]([CH3:31])=[CH:29][C:28]([CH3:32])=[CH:27][C:26]=1[CH3:33])[C:16]1[C:21]([CH3:22])=[CH:20][C:19]([CH3:23])=[CH:18][C:17]=1[CH3:24]. (8) Given the product [O:10]1[C:2]2[CH:7]=[CH:6][N:5]=[CH:4][C:3]=2[N:8]=[C:9]1[C:11]1[CH:20]=[CH:19][C:14]([C:15]([O:17][CH3:18])=[O:16])=[CH:13][CH:12]=1, predict the reactants needed to synthesize it. The reactants are: O[C:2]1[CH:7]=[CH:6][N:5]=[CH:4][C:3]=1[NH:8][C:9]([C:11]1[CH:20]=[CH:19][C:14]([C:15]([O:17][CH3:18])=[O:16])=[CH:13][CH:12]=1)=[O:10].C[Si](OP(=O)=O)(C)C.